This data is from Forward reaction prediction with 1.9M reactions from USPTO patents (1976-2016). The task is: Predict the product of the given reaction. (1) The product is: [Br:3][C:4]1[CH:9]=[CH:8][CH:7]=[CH:6][C:5]=1[O:10][CH:20]1[CH2:16][CH2:17][N:18]([CH2:21][C:22]2[CH:27]=[CH:26][C:25]([F:28])=[CH:24][CH:23]=2)[CH2:19]1. Given the reactants [H-].[Na+].[Br:3][C:4]1[CH:9]=[CH:8][CH:7]=[CH:6][C:5]=1[OH:10].CS(O[CH:16]1[CH2:20][CH2:19][N:18]([CH2:21][C:22]2[CH:27]=[CH:26][C:25]([F:28])=[CH:24][CH:23]=2)[CH2:17]1)(=O)=O, predict the reaction product. (2) Given the reactants [CH3:1][C:2]1[C:7]([N+:8]([O-:10])=[O:9])=[CH:6][CH:5]=[CH:4][C:3]=1[CH2:11][CH2:12]O.O=P(Cl)(Cl)[Cl:16], predict the reaction product. The product is: [CH3:1][C:2]1[C:7]([N+:8]([O-:10])=[O:9])=[CH:6][CH:5]=[CH:4][C:3]=1[CH2:11][CH2:12][Cl:16].